From a dataset of Catalyst prediction with 721,799 reactions and 888 catalyst types from USPTO. Predict which catalyst facilitates the given reaction. (1) Reactant: [CH3:1][C:2]1([CH3:16])[CH2:10][C:9]2[NH:8][N:7]=[C:6]([C:11]([F:14])([F:13])[F:12])[C:5]=2[C:4](=[O:15])[CH2:3]1.[H-].[Na+].[Br:19][C:20]1[CH:27]=[C:26](F)[CH:25]=[CH:24][C:21]=1[C:22]#[N:23]. Product: [Br:19][C:20]1[CH:27]=[C:26]([N:8]2[C:9]3[CH2:10][C:2]([CH3:16])([CH3:1])[CH2:3][C:4](=[O:15])[C:5]=3[C:6]([C:11]([F:14])([F:13])[F:12])=[N:7]2)[CH:25]=[CH:24][C:21]=1[C:22]#[N:23]. The catalyst class is: 3. (2) Reactant: [C:1]1([C:7]2[N:12]=[C:11]([C:13]#[N:14])[CH:10]=[CH:9][CH:8]=2)[CH:6]=[CH:5][CH:4]=[CH:3][CH:2]=1.[C:15](OC)(=[O:23])[C:16]1[C:17](=[CH:19][CH:20]=[CH:21][CH:22]=1)[SH:18].C(N(CC)CC)C. Product: [C:1]1([C:7]2[N:12]=[C:11]([C:13]3[S:18][C:17]4[CH:19]=[CH:20][CH:21]=[CH:22][C:16]=4[C:15](=[O:23])[N:14]=3)[CH:10]=[CH:9][CH:8]=2)[CH:2]=[CH:3][CH:4]=[CH:5][CH:6]=1. The catalyst class is: 11. (3) Reactant: [O:1]1[CH2:6][CH2:5][N:4]([C:7]2[C:12]3[O:13][CH2:14][CH2:15][O:16][C:11]=3[C:10]([NH:17]C(=O)C)=[CH:9][CH:8]=2)[CH2:3][CH2:2]1.Cl. Product: [O:1]1[CH2:6][CH2:5][N:4]([C:7]2[C:12]3[O:13][CH2:14][CH2:15][O:16][C:11]=3[C:10]([NH2:17])=[CH:9][CH:8]=2)[CH2:3][CH2:2]1. The catalyst class is: 5. (4) Reactant: [CH3:1][C:2]1[CH:7]=[CH:6][C:5]([C:8]2[CH:13]=[C:12]([CH:14]([OH:19])[C:15]([F:18])([F:17])[F:16])[CH:11]=[C:10]([C:20]([O:22]C(C)(C)C)=[O:21])[CH:9]=2)=[CH:4][CH:3]=1.FC(F)(F)C(O)=O. Product: [CH3:1][C:2]1[CH:7]=[CH:6][C:5]([C:8]2[CH:13]=[C:12]([CH:14]([OH:19])[C:15]([F:17])([F:18])[F:16])[CH:11]=[C:10]([C:20]([OH:22])=[O:21])[CH:9]=2)=[CH:4][CH:3]=1. The catalyst class is: 2.